This data is from Forward reaction prediction with 1.9M reactions from USPTO patents (1976-2016). The task is: Predict the product of the given reaction. (1) Given the reactants [C:1]([O:8][CH2:9][CH3:10])(=[O:7])[C:2]([O:4]CC)=O.[CH2:11]([C:14]([CH3:16])=[O:15])[CH2:12][CH3:13], predict the reaction product. The product is: [O:4]=[C:2]([CH2:16][C:14](=[O:15])[CH2:11][CH2:12][CH3:13])[C:1]([O:8][CH2:9][CH3:10])=[O:7]. (2) Given the reactants [Br:1][C:2]1[CH:7]=[C:6]([F:8])[CH:5]=[CH:4][C:3]=1[S:9]([NH:12][C:13]1[C:25]([C:26]([O:28][CH3:29])=[O:27])=[C:17]2[O:18][CH2:19][C@H:20]3[CH2:24][CH2:23][CH2:22][N:21]3[C:16]2=[CH:15][CH:14]=1)(=[O:11])=[O:10].NC1C(C(OC)=O)=C2OC[C@@H]3CCCN3C2=CC=1.BrC1C=C(F)C=CC=1S(Cl)(=O)=O, predict the reaction product. The product is: [Br:1][C:2]1[CH:7]=[C:6]([F:8])[CH:5]=[CH:4][C:3]=1[S:9]([NH:12][C:13]1[C:25]([C:26]([O:28][CH3:29])=[O:27])=[C:17]2[O:18][CH2:19][C@@H:20]3[CH2:24][CH2:23][CH2:22][N:21]3[C:16]2=[CH:15][CH:14]=1)(=[O:11])=[O:10]. (3) Given the reactants [CH3:1][O:2][C:3]1[CH:4]=[C:5]2[C:10](=[CH:11][C:12]=1[O:13][CH3:14])[N:9]=[C:8]([CH:15]1[CH2:20][CH2:19][N:18]([CH3:21])[CH2:17]C1)[N:7]=[C:6]2[N:22]1[CH2:27][CH2:26][N:25]([C:28]2[CH:33]=[CH:32][CH:31]=[CH:30][C:29]=2[O:34][CH3:35])[CH2:24][CH2:23]1.C(OC(N1CCC(C(O)=O)C1)=O)(C)(C)C, predict the reaction product. The product is: [CH3:1][O:2][C:3]1[CH:4]=[C:5]2[C:10](=[CH:11][C:12]=1[O:13][CH3:14])[N:9]=[C:8]([CH:15]1[CH2:20][CH2:19][N:18]([CH3:17])[CH2:21]1)[N:7]=[C:6]2[N:22]1[CH2:27][CH2:26][N:25]([C:28]2[CH:33]=[CH:32][CH:31]=[CH:30][C:29]=2[O:34][CH3:35])[CH2:24][CH2:23]1. (4) Given the reactants C[O:2][C:3]([C:5]1[N:6]([CH2:19][C:20]2[CH:25]=[CH:24][C:23]([O:26][CH3:27])=[CH:22][CH:21]=2)[N:7]=[C:8]([NH:10][CH2:11][C:12]2[CH:17]=[CH:16][C:15]([F:18])=[CH:14][CH:13]=2)[CH:9]=1)=O.[AlH4-].[Li+], predict the reaction product. The product is: [F:18][C:15]1[CH:14]=[CH:13][C:12]([CH2:11][NH:10][C:8]2[CH:9]=[C:5]([CH2:3][OH:2])[N:6]([CH2:19][C:20]3[CH:25]=[CH:24][C:23]([O:26][CH3:27])=[CH:22][CH:21]=3)[N:7]=2)=[CH:17][CH:16]=1. (5) Given the reactants [F:1][C:2]([F:28])([F:27])[C@H:3]1[CH2:8][CH2:7][C@H:6]([NH:9][C:10](=[O:26])[C:11]2[CH:16]=[C:15]([NH2:17])[C:14]([NH2:18])=[N:13][C:12]=2[N:19]2[CH2:24][CH2:23][CH:22]([F:25])[CH2:21][CH2:20]2)[CH2:5][CH2:4]1.[C:29]([O:33][C:34](=[O:49])[NH:35][CH2:36][C:37]1[CH:42]=[C:41]([F:43])[C:40]([Cl:44])=[C:39]([N:45]=[C:46]=S)[C:38]=1[Cl:48])([CH3:32])([CH3:31])[CH3:30].CC(C)N=C=NC(C)C, predict the reaction product. The product is: [F:28][C:2]([F:1])([F:27])[C@H:3]1[CH2:4][CH2:5][C@H:6]([NH:9][C:10]([C:11]2[CH:16]=[C:15]3[N:17]=[C:46]([NH:45][C:39]4[C:40]([Cl:44])=[C:41]([F:43])[CH:42]=[C:37]([CH2:36][NH:35][C:34]([O:33][C:29]([CH3:31])([CH3:30])[CH3:32])=[O:49])[C:38]=4[Cl:48])[NH:18][C:14]3=[N:13][C:12]=2[N:19]2[CH2:24][CH2:23][CH:22]([F:25])[CH2:21][CH2:20]2)=[O:26])[CH2:7][CH2:8]1. (6) Given the reactants [S:1]([C:12]1[C:17]([C:18](O)=[O:19])=[CH:16][C:15]([Cl:21])=[CH:14][CH:13]=1)[C:2]1[C:7]([C:8](O)=[O:9])=[CH:6][C:5]([Cl:11])=[CH:4][CH:3]=1.C(C1C=CC=C([N+]([O-])=O)C=1SC1C=CC(F)=CC=1C(O)=O)(O)=O.B, predict the reaction product. The product is: [Cl:11][C:5]1[CH:4]=[CH:3][C:2]([S:1][C:12]2[C:17]([CH2:18][OH:19])=[CH:16][C:15]([Cl:21])=[CH:14][CH:13]=2)=[C:7]([CH2:8][OH:9])[CH:6]=1. (7) Given the reactants [Cl:1][C:2]1[CH:7]=[CH:6][C:5]([O:8][C:9]([N:11]2[C:20]3[C:15](=[CH:16][C:17](OCC=CCBr)=[CH:18][CH:19]=3)[CH2:14][CH2:13][CH2:12]2)=[O:10])=[CH:4][CH:3]=1.CN(C=O)C.C([O-])([O-])=O.[K+].[K+], predict the reaction product. The product is: [Cl:1][C:2]1[CH:3]=[CH:4][C:5]([O:8][C:9]([N:11]2[C:20]3[C:15](=[CH:16][CH:17]=[CH:18][CH:19]=3)[CH2:14][CH2:13][CH2:12]2)=[O:10])=[CH:6][CH:7]=1. (8) Given the reactants [CH:1]1([CH2:7][CH2:8][CH2:9][O:10][C:11]2[CH:16]=[CH:15][C:14]([CH2:17][CH2:18][CH2:19][O:20][C:21]3[CH:30]=[CH:29][C:24]([C:25]([O:27]C)=[O:26])=[CH:23][C:22]=3[C:31]([NH:33][CH:34]3[CH2:39][CH2:38][CH2:37][CH:36]([C:40]([O:42]C)=[O:41])[CH2:35]3)=[O:32])=[CH:13][CH:12]=2)[CH2:6][CH2:5][CH2:4][CH2:3][CH2:2]1.[OH-].[Na+], predict the reaction product. The product is: [C:40]([CH:36]1[CH2:37][CH2:38][CH2:39][CH:34]([NH:33][C:31]([C:22]2[CH:23]=[C:24]([CH:29]=[CH:30][C:21]=2[O:20][CH2:19][CH2:18][CH2:17][C:14]2[CH:13]=[CH:12][C:11]([O:10][CH2:9][CH2:8][CH2:7][CH:1]3[CH2:2][CH2:3][CH2:4][CH2:5][CH2:6]3)=[CH:16][CH:15]=2)[C:25]([OH:27])=[O:26])=[O:32])[CH2:35]1)([OH:42])=[O:41]. (9) Given the reactants [Cl:1][C:2]1[C:11]2[CH:10]=[CH:9][CH:8]=[C:7]([S:12](Cl)(=[O:14])=[O:13])[C:6]=2[CH:5]=[CH:4][N:3]=1.[C:16]([O:20][C:21](=[O:26])[NH:22][CH2:23][CH2:24][NH2:25])([CH3:19])([CH3:18])[CH3:17].CCN(CC)CC, predict the reaction product. The product is: [C:16]([O:20][C:21](=[O:26])[NH:22][CH2:23][CH2:24][NH:25][S:12]([C:7]1[C:6]2[CH:5]=[CH:4][N:3]=[C:2]([Cl:1])[C:11]=2[CH:10]=[CH:9][CH:8]=1)(=[O:14])=[O:13])([CH3:19])([CH3:17])[CH3:18].